This data is from Experimentally validated miRNA-target interactions with 360,000+ pairs, plus equal number of negative samples. The task is: Binary Classification. Given a miRNA mature sequence and a target amino acid sequence, predict their likelihood of interaction. (1) The miRNA is hsa-miR-1323 with sequence UCAAAACUGAGGGGCAUUUUCU. The protein sequence of the target gene is MEAPASAQTPHPHEPISFGIDQILNSPDQDSAPAPRGPDGASYLGGPPGGRPGATYPSLPASFAGLGAPFEDAGSYSVNLSLAPAGVIRVPAHRPLPGAVPPPLPSALPAMPSVPTVSSLGGLNFPWMESSRRFVKDRFTAAAALTPFTVTRRIGHPYQNRTPPKRKKPRTSFSRVQICELEKRFHRQKYLASAERAALAKSLKMTDAQVKTWFQNRRTKWRRQTAEEREAERQQASRLMLQLQHDAFQKSLNDSIQPDPLCLHNSSLFALQNLQPWEEDSSKVPAVTSLV. Result: 1 (interaction). (2) The miRNA is hsa-miR-1306-3p with sequence ACGUUGGCUCUGGUGGUG. The protein sequence of the target gene is MVLVHVGYLVLPVFGSVRNRGAPFQRSQHPHATSCRHFHLGPPQPQQLAPDFPLAHPVQSQPGLSAHMAPAHQHSGTLHQSLTPLPTLQFQDVTGPSFLPQALHQQYLLQQQLLEAQHRRLVSHPRRNQDRVSVHPHRLHPSFDFGHQLQTPQPRYLAEGTDWDLSVDAGLSPAQFQVRPIPQHYQHYLATPRMHHFPRNSSSTQMVVHEIRNYPYPQLHFLALQGLNPSRHTSAVRESYEELLQLEDRLGNVTRGAVQNTIERFTFPHKYKKRRPQDSKGKKDEGEESDTDEKCTICLS.... Result: 0 (no interaction). (3) The miRNA is hsa-miR-675-3p with sequence CUGUAUGCCCUCACCGCUCA. The protein sequence of the target gene is MATSSAALPRILGAGARAPSRWLGFLGKATPRPARPSRRTLGSATALMIRESEDSTDFNDKILNEPLKHSDFFNVKELFSVRSLFDARVHLGHKAGCRHRFMEPYIFGSRLDHDIIDLEQTATHLQLALNFTAHMAYRKGIILFISRNRQFSYLIENMARDCGEYAHTRYFRGGMLTNARLLFGPTVRLPDLIIFLHTLNNIFEPHVAVRDAAKMNIPTVGIVDTNCNPCLITYPVPGNDDSPLAVHLYCRLFQTAITRAKEKRQQVEALYRLQGQKEPGDQGPAHPPGADMSHSL. Result: 0 (no interaction).